This data is from Forward reaction prediction with 1.9M reactions from USPTO patents (1976-2016). The task is: Predict the product of the given reaction. Given the reactants [CH3:1][N:2]([CH3:10])[CH:3]1[CH2:7][CH2:6][NH:5][C:4]1([CH3:9])[CH3:8].C(N(CC)C(C)C)(C)C.[CH3:20][C:21]([O:24][C:25]([N:27]([C:45]([O:47][C:48]([CH3:51])([CH3:50])[CH3:49])=[O:46])[N:28]([C:36]1[C:41]([F:42])=[C:40](Cl)[N:39]=[C:38]([Cl:44])[N:37]=1)[C:29]([O:31][C:32]([CH3:35])([CH3:34])[CH3:33])=[O:30])=[O:26])([CH3:23])[CH3:22], predict the reaction product. The product is: [CH3:23][C:21]([O:24][C:25]([N:27]([C:45]([O:47][C:48]([CH3:51])([CH3:50])[CH3:49])=[O:46])[N:28]([C:36]1[C:41]([F:42])=[C:40]([N:5]2[CH2:6][CH2:7][CH:3]([N:2]([CH3:10])[CH3:1])[C:4]2([CH3:9])[CH3:8])[N:39]=[C:38]([Cl:44])[N:37]=1)[C:29]([O:31][C:32]([CH3:33])([CH3:34])[CH3:35])=[O:30])=[O:26])([CH3:20])[CH3:22].